From a dataset of Reaction yield outcomes from USPTO patents with 853,638 reactions. Predict the reaction yield, written as a fraction of the theoretical maximum amount of product (1.0 means a 100% yield; for example, 0.34 means a 34% yield). (1) The reactants are [Cl:1][C:2]1[N:7]=[C:6]([NH:8][NH:9][C:10](=[O:30])[C@H:11]([CH2:24][CH:25]2[CH2:29][CH2:28][CH2:27][CH2:26]2)[CH2:12][N:13]([O:16]CC2C=CC=CC=2)[CH:14]=[O:15])[C:5]([F:31])=[C:4]([NH:32][CH:33]2[CH2:36][CH2:35][CH2:34]2)[N:3]=1. The catalyst is CO.[OH-].[OH-].[Pd+2]. The product is [Cl:1][C:2]1[N:7]=[C:6]([NH:8][NH:9][C:10](=[O:30])[C@H:11]([CH2:24][CH:25]2[CH2:29][CH2:28][CH2:27][CH2:26]2)[CH2:12][N:13]([OH:16])[CH:14]=[O:15])[C:5]([F:31])=[C:4]([NH:32][CH:33]2[CH2:36][CH2:35][CH2:34]2)[N:3]=1. The yield is 0.110. (2) The yield is 0.930. The reactants are Cl[C:2]1[C:3](=[O:18])[N:4]([CH:15]([CH3:17])[CH3:16])[S:5](=[O:14])(=[O:13])[C:6]=1[C:7]1[CH:12]=[CH:11][CH:10]=[CH:9][CH:8]=1.[Cl:19][C:20]1[C:21]([N:30]2[CH2:35][CH2:34][CH:33]([NH2:36])[CH2:32][CH2:31]2)=[N:22][CH:23]=[C:24]([C:26]([F:29])([F:28])[F:27])[CH:25]=1. The product is [Cl:19][C:20]1[C:21]([N:30]2[CH2:31][CH2:32][CH:33]([NH:36][C:2]3[C:3](=[O:18])[N:4]([CH:15]([CH3:17])[CH3:16])[S:5](=[O:14])(=[O:13])[C:6]=3[C:7]3[CH:12]=[CH:11][CH:10]=[CH:9][CH:8]=3)[CH2:34][CH2:35]2)=[N:22][CH:23]=[C:24]([C:26]([F:28])([F:29])[F:27])[CH:25]=1. The catalyst is CC#N. (3) The reactants are O.NN.[CH3:4][O:5][C:6]1[N:11]=[C:10]([CH2:12][CH2:13][N:14]2C(=O)C3C(=CC=CC=3)C2=O)[CH:9]=[CH:8][CH:7]=1. The catalyst is CCO. The product is [CH3:4][O:5][C:6]1[N:11]=[C:10]([CH2:12][CH2:13][NH2:14])[CH:9]=[CH:8][CH:7]=1. The yield is 0.920. (4) The reactants are Br.[Br:2][C:3]1[CH:4]=[C:5]([CH2:10]Br)[C:6]([NH2:9])=[N:7][CH:8]=1.[NH:12]1[CH2:17][CH2:16][CH2:15][CH2:14][CH2:13]1. The catalyst is CC#N.CCOCC. The product is [Br:2][C:3]1[CH:4]=[C:5]([CH2:10][N:12]2[CH2:17][CH2:16][CH2:15][CH2:14][CH2:13]2)[C:6]([NH2:9])=[N:7][CH:8]=1. The yield is 0.530.